This data is from Catalyst prediction with 721,799 reactions and 888 catalyst types from USPTO. The task is: Predict which catalyst facilitates the given reaction. (1) Reactant: [CH3:1][C:2]1([CH3:28])[CH2:7][CH:6]([NH:8][C:9]2[N:14]=[C:13]([C:15]3[CH:20]=[CH:19][C:18]([CH2:21][CH2:22][C:23](=[O:25])[CH3:24])=[CH:17][CH:16]=3)[CH:12]=[CH:11][N:10]=2)[CH2:5][C:4]([CH3:27])([CH3:26])[NH:3]1.[BH4-].[Na+]. Product: [CH3:27][C:4]1([CH3:26])[CH2:5][CH:6]([NH:8][C:9]2[N:14]=[C:13]([C:15]3[CH:20]=[CH:19][C:18]([CH2:21][CH2:22][CH:23]([OH:25])[CH3:24])=[CH:17][CH:16]=3)[CH:12]=[CH:11][N:10]=2)[CH2:7][C:2]([CH3:28])([CH3:1])[NH:3]1. The catalyst class is: 5. (2) Reactant: [CH3:1][C:2]1[N:3]=[N:4][C:5]([C:8]2[CH:13]=[CH:12][CH:11]=[CH:10][CH:9]=2)=[CH:6][CH:7]=1.C1C(=O)N([Br:21])C(=O)C1. Product: [Br:21][CH2:1][C:2]1[N:3]=[N:4][C:5]([C:8]2[CH:9]=[CH:10][CH:11]=[CH:12][CH:13]=2)=[CH:6][CH:7]=1. The catalyst class is: 53.